Regression. Given two drug SMILES strings and cell line genomic features, predict the synergy score measuring deviation from expected non-interaction effect. From a dataset of NCI-60 drug combinations with 297,098 pairs across 59 cell lines. (1) Drug 1: CCC(=C(C1=CC=CC=C1)C2=CC=C(C=C2)OCCN(C)C)C3=CC=CC=C3.C(C(=O)O)C(CC(=O)O)(C(=O)O)O. Drug 2: C1=CC=C(C=C1)NC(=O)CCCCCCC(=O)NO. Cell line: DU-145. Synergy scores: CSS=13.3, Synergy_ZIP=0.522, Synergy_Bliss=3.37, Synergy_Loewe=-23.8, Synergy_HSA=-0.247. (2) Drug 1: CC1=C(N=C(N=C1N)C(CC(=O)N)NCC(C(=O)N)N)C(=O)NC(C(C2=CN=CN2)OC3C(C(C(C(O3)CO)O)O)OC4C(C(C(C(O4)CO)O)OC(=O)N)O)C(=O)NC(C)C(C(C)C(=O)NC(C(C)O)C(=O)NCCC5=NC(=CS5)C6=NC(=CS6)C(=O)NCCC[S+](C)C)O. Drug 2: CC1C(C(CC(O1)OC2CC(CC3=C2C(=C4C(=C3O)C(=O)C5=C(C4=O)C(=CC=C5)OC)O)(C(=O)CO)O)N)O.Cl. Cell line: NCI-H460. Synergy scores: CSS=50.5, Synergy_ZIP=-12.9, Synergy_Bliss=-18.3, Synergy_Loewe=-11.6, Synergy_HSA=-10.3. (3) Drug 1: CC1=C(C(=CC=C1)Cl)NC(=O)C2=CN=C(S2)NC3=CC(=NC(=N3)C)N4CCN(CC4)CCO. Drug 2: C1=CN(C=N1)CC(O)(P(=O)(O)O)P(=O)(O)O. Cell line: LOX IMVI. Synergy scores: CSS=14.3, Synergy_ZIP=-2.30, Synergy_Bliss=0.407, Synergy_Loewe=-17.0, Synergy_HSA=-2.47. (4) Drug 1: CC1=C(C=C(C=C1)C(=O)NC2=CC(=CC(=C2)C(F)(F)F)N3C=C(N=C3)C)NC4=NC=CC(=N4)C5=CN=CC=C5. Drug 2: C(CC(=O)O)C(=O)CN.Cl. Cell line: SR. Synergy scores: CSS=-0.204, Synergy_ZIP=0.934, Synergy_Bliss=-2.81, Synergy_Loewe=-7.16, Synergy_HSA=-7.67. (5) Drug 1: C1=CN(C=N1)CC(O)(P(=O)(O)O)P(=O)(O)O. Drug 2: C1CCC(C(C1)N)N.C(=O)(C(=O)[O-])[O-].[Pt+4]. Cell line: SNB-75. Synergy scores: CSS=2.93, Synergy_ZIP=-0.473, Synergy_Bliss=1.28, Synergy_Loewe=0.664, Synergy_HSA=1.43. (6) Cell line: HS 578T. Drug 2: C(CCl)NC(=O)N(CCCl)N=O. Synergy scores: CSS=45.6, Synergy_ZIP=0.642, Synergy_Bliss=2.58, Synergy_Loewe=-1.20, Synergy_HSA=0.547. Drug 1: CC1C(C(CC(O1)OC2CC(OC(C2O)C)OC3=CC4=CC5=C(C(=O)C(C(C5)C(C(=O)C(C(C)O)O)OC)OC6CC(C(C(O6)C)O)OC7CC(C(C(O7)C)O)OC8CC(C(C(O8)C)O)(C)O)C(=C4C(=C3C)O)O)O)O. (7) Drug 1: C1=NNC2=C1C(=O)NC=N2. Drug 2: C1CCC(C(C1)N)N.C(=O)(C(=O)[O-])[O-].[Pt+4]. Cell line: SK-OV-3. Synergy scores: CSS=5.92, Synergy_ZIP=-3.49, Synergy_Bliss=-1.34, Synergy_Loewe=-1.72, Synergy_HSA=-0.386. (8) Drug 1: C1=CC(=CC=C1CCC2=CNC3=C2C(=O)NC(=N3)N)C(=O)NC(CCC(=O)O)C(=O)O. Drug 2: COCCOC1=C(C=C2C(=C1)C(=NC=N2)NC3=CC=CC(=C3)C#C)OCCOC.Cl. Cell line: SN12C. Synergy scores: CSS=18.1, Synergy_ZIP=-5.97, Synergy_Bliss=-6.45, Synergy_Loewe=-11.4, Synergy_HSA=-4.05. (9) Drug 1: CCCCCOC(=O)NC1=NC(=O)N(C=C1F)C2C(C(C(O2)C)O)O. Drug 2: C(CC(=O)O)C(=O)CN.Cl. Cell line: U251. Synergy scores: CSS=3.39, Synergy_ZIP=1.59, Synergy_Bliss=5.90, Synergy_Loewe=1.37, Synergy_HSA=2.03. (10) Cell line: NCI-H460. Synergy scores: CSS=35.9, Synergy_ZIP=-2.57, Synergy_Bliss=-5.18, Synergy_Loewe=-43.7, Synergy_HSA=-4.26. Drug 1: C1=CN(C(=O)N=C1N)C2C(C(C(O2)CO)O)O.Cl. Drug 2: CN1C2=C(C=C(C=C2)N(CCCl)CCCl)N=C1CCCC(=O)O.Cl.